From a dataset of Forward reaction prediction with 1.9M reactions from USPTO patents (1976-2016). Predict the product of the given reaction. (1) Given the reactants [NH:1]1[C:9]2[C:4](=[CH:5][N:6]=[CH:7][CH:8]=2)[CH:3]=[CH:2]1.[NH:10]1[CH2:14][CH2:13][CH2:12][CH2:11]1, predict the reaction product. The product is: [CH2:13]1[CH:14]2[N:10]([CH2:2][CH:3]=[C:4]([C:3]3[C:4]4[C:9](=[CH:8][CH:7]=[N:6][CH:5]=4)[NH:1][CH:2]=3)[CH2:5]2)[CH2:11][CH2:12]1. (2) Given the reactants [C:1]1(=[O:14])[C:13]2[NH:12][C:11]3[C:6](=[CH:7][CH:8]=[CH:9][CH:10]=3)[C:5]=2[CH2:4][CH2:3][CH2:2]1.[O:15]1[CH:20]=[CH:19][CH2:18][CH2:17][CH2:16]1.ClCCl.C1(C)C=CC(S(O)(=O)=O)=CC=1, predict the reaction product. The product is: [O:15]1[CH2:20][CH2:19][CH2:18][CH2:17][CH:16]1[N:12]1[C:13]2[C:1](=[O:14])[CH2:2][CH2:3][CH2:4][C:5]=2[C:6]2[C:11]1=[CH:10][CH:9]=[CH:8][CH:7]=2.